Predict the reactants needed to synthesize the given product. From a dataset of Full USPTO retrosynthesis dataset with 1.9M reactions from patents (1976-2016). (1) Given the product [Br:30][CH2:16][C:15]([C:5]1[CH:6]=[C:7]([S:9]([F:10])([F:11])([F:12])([F:13])[F:14])[CH:8]=[C:3]([O:2][CH3:1])[CH:4]=1)=[O:17], predict the reactants needed to synthesize it. The reactants are: [CH3:1][O:2][C:3]1[CH:4]=[C:5]([C:15](=[O:17])[CH3:16])[CH:6]=[C:7]([S:9]([F:14])([F:13])([F:12])([F:11])[F:10])[CH:8]=1.C(OC)(OC)OC.C1COCC1.[Br-:30].[Br-].[Br-].C1([N+](C)(C)C)C=CC=CC=1.C1([N+](C)(C)C)C=CC=CC=1.C1([N+](C)(C)C)C=CC=CC=1. (2) Given the product [OH:35][CH:34]([C:25]1[CH:26]=[CH:27][C:28]2[C:29](=[O:33])[O:30][CH2:31][C:32]=2[C:24]=1[CH3:23])[CH2:36][N:18]1[CH2:19][CH2:20][N:15]([CH2:14][CH:13]([C:4]2[CH:5]=[CH:6][C:7]3[C:8](=[O:12])[O:9][CH2:10][C:11]=3[C:3]=2[CH3:2])[O:21][CH3:22])[CH2:16][CH2:17]1, predict the reactants needed to synthesize it. The reactants are: Cl.[CH3:2][C:3]1[C:11]2[CH2:10][O:9][C:8](=[O:12])[C:7]=2[CH:6]=[CH:5][C:4]=1[CH:13]([O:21][CH3:22])[CH2:14][N:15]1[CH2:20][CH2:19][NH:18][CH2:17][CH2:16]1.[CH3:23][C:24]1[C:32]2[CH2:31][O:30][C:29](=[O:33])[C:28]=2[CH:27]=[CH:26][C:25]=1[CH:34]1[CH2:36][O:35]1.CCO. (3) Given the product [CH:40]1([C@H:35]([NH:34][C:32]([C:31]2[CH:30]=[CH:29][C:28]([C:46]3[CH:47]=[CH:48][CH:49]=[CH:50][CH:51]=3)=[CH:27][C:26]=2[NH:25][C:62](=[O:63])[CH2:61][C:54]2[C:55]([Cl:60])=[CH:56][C:57]([Cl:59])=[CH:58][C:53]=2[Cl:52])=[O:33])[C:36]([O:38][CH3:39])=[O:37])[CH2:45][CH2:44][CH2:43][CH2:42][CH2:41]1, predict the reactants needed to synthesize it. The reactants are: CN(C(ON1N=NC2C=CC=NC1=2)=[N+](C)C)C.F[P-](F)(F)(F)(F)F.[NH2:25][C:26]1[CH:27]=[C:28]([C:46]2[CH:51]=[CH:50][CH:49]=[CH:48][CH:47]=2)[CH:29]=[CH:30][C:31]=1[C:32]([NH:34][C@@H:35]([CH:40]1[CH2:45][CH2:44][CH2:43][CH2:42][CH2:41]1)[C:36]([O:38][CH3:39])=[O:37])=[O:33].[Cl:52][C:53]1[CH:58]=[C:57]([Cl:59])[CH:56]=[C:55]([Cl:60])[C:54]=1[CH2:61][C:62](O)=[O:63].C(N(C(C)C)CC)(C)C.